The task is: Predict which catalyst facilitates the given reaction.. This data is from Catalyst prediction with 721,799 reactions and 888 catalyst types from USPTO. (1) Reactant: [CH:1]([O:4][C:5]1[CH:10]=[CH:9][C:8]([C:11]2[O:15][N:14]=[C:13]3[C:16]4[C:21]([CH2:22][CH2:23][C:12]=23)=[CH:20][C:19]([CH:24]=C)=[CH:18][CH:17]=4)=[C:7]([C:26]([F:29])([F:28])[F:27])[CH:6]=1)([CH3:3])[CH3:2].C[N+]1([O-])CC[O:34]CC1.I([O-])(=O)(=O)=O.[Na+]. Product: [CH:1]([O:4][C:5]1[CH:10]=[CH:9][C:8]([C:11]2[O:15][N:14]=[C:13]3[C:16]4[C:21]([CH2:22][CH2:23][C:12]=23)=[CH:20][C:19]([CH:24]=[O:34])=[CH:18][CH:17]=4)=[C:7]([C:26]([F:28])([F:27])[F:29])[CH:6]=1)([CH3:2])[CH3:3]. The catalyst class is: 822. (2) Reactant: [Mg].Br[C:3]1[CH:8]=[CH:7][CH:6]=[CH:5][CH:4]=1.[CH2:9]([CH:14]1[CH2:19][CH2:18][C:17](=O)[CH2:16][CH2:15]1)[CH2:10][CH2:11][CH2:12][CH3:13].[Cl-].[NH4+]. Product: [CH2:9]([CH:14]1[CH2:19][CH2:18][C:17]([C:3]2[CH:8]=[CH:7][CH:6]=[CH:5][CH:4]=2)=[CH:16][CH2:15]1)[CH2:10][CH2:11][CH2:12][CH3:13]. The catalyst class is: 1. (3) Reactant: [CH2:1]([O:3][C:4]([C:6]1[CH:23]=[CH:22][C:9]2[S:10][C:11]([C:13]3[CH:18]=[CH:17][C:16]([O:19]C)=[CH:15][C:14]=3[CH3:21])=[CH:12][C:8]=2[CH:7]=1)=[O:5])[CH3:2].B(Br)(Br)Br.O.C(Cl)(=O)C. Product: [CH2:1]([O:3][C:4]([C:6]1[CH:23]=[CH:22][C:9]2[S:10][C:11]([C:13]3[CH:18]=[CH:17][C:16]([OH:19])=[CH:15][C:14]=3[CH3:21])=[CH:12][C:8]=2[CH:7]=1)=[O:5])[CH3:2]. The catalyst class is: 96.